Dataset: NCI-60 drug combinations with 297,098 pairs across 59 cell lines. Task: Regression. Given two drug SMILES strings and cell line genomic features, predict the synergy score measuring deviation from expected non-interaction effect. (1) Drug 1: C1C(C(OC1N2C=C(C(=O)NC2=O)F)CO)O. Drug 2: C1=CC=C(C(=C1)C(C2=CC=C(C=C2)Cl)C(Cl)Cl)Cl. Cell line: A498. Synergy scores: CSS=21.7, Synergy_ZIP=4.65, Synergy_Bliss=0.132, Synergy_Loewe=-19.8, Synergy_HSA=0.453. (2) Drug 1: CC1=C(C=C(C=C1)NC(=O)C2=CC=C(C=C2)CN3CCN(CC3)C)NC4=NC=CC(=N4)C5=CN=CC=C5. Drug 2: CCCCCOC(=O)NC1=NC(=O)N(C=C1F)C2C(C(C(O2)C)O)O. Cell line: OVCAR-5. Synergy scores: CSS=0.0690, Synergy_ZIP=4.84, Synergy_Bliss=0.0725, Synergy_Loewe=-7.94, Synergy_HSA=-0.929. (3) Drug 1: CN1CCC(CC1)COC2=C(C=C3C(=C2)N=CN=C3NC4=C(C=C(C=C4)Br)F)OC. Drug 2: C1=C(C(=O)NC(=O)N1)N(CCCl)CCCl. Cell line: MALME-3M. Synergy scores: CSS=17.5, Synergy_ZIP=-1.94, Synergy_Bliss=3.14, Synergy_Loewe=0.942, Synergy_HSA=2.94. (4) Drug 1: CCC(=C(C1=CC=CC=C1)C2=CC=C(C=C2)OCCN(C)C)C3=CC=CC=C3.C(C(=O)O)C(CC(=O)O)(C(=O)O)O. Drug 2: C(CN)CNCCSP(=O)(O)O. Cell line: SF-268. Synergy scores: CSS=-1.09, Synergy_ZIP=0.498, Synergy_Bliss=0.547, Synergy_Loewe=-2.41, Synergy_HSA=-1.53. (5) Drug 1: CN(C)C1=NC(=NC(=N1)N(C)C)N(C)C. Drug 2: CC1CCC2CC(C(=CC=CC=CC(CC(C(=O)C(C(C(=CC(C(=O)CC(OC(=O)C3CCCCN3C(=O)C(=O)C1(O2)O)C(C)CC4CCC(C(C4)OC)OCCO)C)C)O)OC)C)C)C)OC. Cell line: MALME-3M. Synergy scores: CSS=18.8, Synergy_ZIP=2.48, Synergy_Bliss=2.33, Synergy_Loewe=-13.9, Synergy_HSA=-2.12. (6) Drug 1: CN1CCC(CC1)COC2=C(C=C3C(=C2)N=CN=C3NC4=C(C=C(C=C4)Br)F)OC. Drug 2: CCC1(CC2CC(C3=C(CCN(C2)C1)C4=CC=CC=C4N3)(C5=C(C=C6C(=C5)C78CCN9C7C(C=CC9)(C(C(C8N6C)(C(=O)OC)O)OC(=O)C)CC)OC)C(=O)OC)O.OS(=O)(=O)O. Cell line: BT-549. Synergy scores: CSS=32.4, Synergy_ZIP=4.81, Synergy_Bliss=10.7, Synergy_Loewe=-34.5, Synergy_HSA=9.08. (7) Drug 1: CC1OCC2C(O1)C(C(C(O2)OC3C4COC(=O)C4C(C5=CC6=C(C=C35)OCO6)C7=CC(=C(C(=C7)OC)O)OC)O)O. Drug 2: CN(C(=O)NC(C=O)C(C(C(CO)O)O)O)N=O. Cell line: NCI/ADR-RES. Synergy scores: CSS=1.66, Synergy_ZIP=0.806, Synergy_Bliss=-2.28, Synergy_Loewe=-2.49, Synergy_HSA=-3.14.